The task is: Predict which catalyst facilitates the given reaction.. This data is from Catalyst prediction with 721,799 reactions and 888 catalyst types from USPTO. (1) Reactant: [F:1][C:2]1[CH:3]=[C:4]([C:8]([C:10]2[CH:15]=[CH:14][C:13]([O:16]C)=[CH:12][CH:11]=2)=[O:9])[CH:5]=[CH:6][CH:7]=1.B(Br)(Br)Br.O. Product: [F:1][C:2]1[CH:3]=[C:4]([C:8]([C:10]2[CH:11]=[CH:12][C:13]([OH:16])=[CH:14][CH:15]=2)=[O:9])[CH:5]=[CH:6][CH:7]=1. The catalyst class is: 2. (2) Reactant: Cl[C:2]1[CH:7]=[C:6]([C:8]2[CH:13]=[CH:12][CH:11]=[C:10]([CH3:14])[C:9]=2[CH3:15])[N:5]=[C:4]([NH2:16])[N:3]=1.[N:17]1[CH:22]=[CH:21][C:20]([CH2:23][CH2:24][NH2:25])=[CH:19][CH:18]=1.C(N(CC)C(C)C)(C)C.CO. Product: [CH3:15][C:9]1[C:10]([CH3:14])=[CH:11][CH:12]=[CH:13][C:8]=1[C:6]1[N:5]=[C:4]([NH2:16])[N:3]=[C:2]([NH:25][CH2:24][CH2:23][C:20]2[CH:21]=[CH:22][N:17]=[CH:18][CH:19]=2)[CH:7]=1. The catalyst class is: 51. (3) Reactant: Cl[S:2]([CH2:5][CH2:6][CH2:7][CH2:8][CH2:9][C:10]([O:12][CH2:13][C:14]1[CH:19]=[CH:18][CH:17]=[CH:16][CH:15]=1)=[O:11])(=[O:4])=[O:3].[OH:20][CH2:21][C@:22]([OH:72])([CH3:71])[C:23](=[O:70])[C@@H:24]([NH:29][C:30](=[O:69])[C@@H:31]([NH:39][C:40](=[O:68])[C@@H:41]([NH:46][C:47](=[O:67])[C@@H:48]([NH:57][C:58](=[O:66])[CH2:59][N:60]1[CH2:65][CH2:64][O:63][CH2:62][CH2:61]1)[CH2:49][CH2:50][C:51]1[CH:56]=[CH:55][CH:54]=[CH:53][CH:52]=1)[CH2:42][CH:43]([CH3:45])[CH3:44])[CH2:32][C:33]1[CH:38]=[CH:37][CH:36]=[CH:35][CH:34]=1)[CH2:25][CH:26]([CH3:28])[CH3:27].N1C=CC=CC=1. Product: [OH:72][C@@:22]([CH3:71])([C:23](=[O:70])[C@@H:24]([NH:29][C:30](=[O:69])[C@@H:31]([NH:39][C:40](=[O:68])[C@@H:41]([NH:46][C:47](=[O:67])[C@@H:48]([NH:57][C:58](=[O:66])[CH2:59][N:60]1[CH2:65][CH2:64][O:63][CH2:62][CH2:61]1)[CH2:49][CH2:50][C:51]1[CH:52]=[CH:53][CH:54]=[CH:55][CH:56]=1)[CH2:42][CH:43]([CH3:45])[CH3:44])[CH2:32][C:33]1[CH:38]=[CH:37][CH:36]=[CH:35][CH:34]=1)[CH2:25][CH:26]([CH3:27])[CH3:28])[CH2:21][O:20][S:2]([CH2:5][CH2:6][CH2:7][CH2:8][CH2:9][C:10]([O:12][CH2:13][C:14]1[CH:15]=[CH:16][CH:17]=[CH:18][CH:19]=1)=[O:11])(=[O:4])=[O:3]. The catalyst class is: 166. (4) Product: [C:23]([CH:21]([S:18]([CH2:17][CH2:16][CH2:15][CH2:14][CH2:13][CH2:12][CH2:11][CH2:10][S:7]([CH:5]([CH3:6])[C:4]([OH:26])=[O:3])(=[O:9])=[O:8])(=[O:20])=[O:19])[CH3:22])([OH:25])=[O:24]. Reactant: C([O:3][C:4](=[O:26])[CH:5]([S:7]([CH2:10][CH2:11][CH2:12][CH2:13][CH2:14][CH2:15][CH2:16][CH2:17][S:18]([CH:21]([C:23]([OH:25])=[O:24])[CH3:22])(=[O:20])=[O:19])(=[O:9])=[O:8])[CH3:6])C.[OH-].[Na+].N. The catalyst class is: 8. (5) Reactant: CCN(C(C)C)C(C)C.[F:10][C:11]1[CH:16]=[C:15]([CH3:17])[CH:14]=[C:13]([NH:18][CH:19]2[CH2:24][CH2:23][N:22]([C:25]3([CH3:31])[CH2:30][CH2:29][O:28][CH2:27][CH2:26]3)[CH2:21][CH2:20]2)[C:12]=1[OH:32].[Cl:33][C:34](Cl)([O:36]C(=O)OC(Cl)(Cl)Cl)Cl. Product: [ClH:33].[F:10][C:11]1[C:12]2[O:32][C:34](=[O:36])[N:18]([CH:19]3[CH2:20][CH2:21][N:22]([C:25]4([CH3:31])[CH2:30][CH2:29][O:28][CH2:27][CH2:26]4)[CH2:23][CH2:24]3)[C:13]=2[CH:14]=[C:15]([CH3:17])[CH:16]=1. The catalyst class is: 2. (6) Reactant: Cl.[NH:2]1[CH2:6][CH2:5][C@@H:4]([OH:7])[CH2:3]1.[C:8]([O:12][C:13](O[C:13]([O:12][C:8]([CH3:11])([CH3:10])[CH3:9])=[O:14])=[O:14])([CH3:11])([CH3:10])[CH3:9].CCN(C(C)C)C(C)C. Product: [C:8]([O:12][C:13]([N:2]1[CH2:6][CH2:5][C@@H:4]([OH:7])[CH2:3]1)=[O:14])([CH3:11])([CH3:10])[CH3:9]. The catalyst class is: 1. (7) Reactant: [CH:1]([C:3]1[CH:26]=[CH:25][C:6]([O:7][C:8]2[CH:13]=[CH:12][C:11]([NH:14][C:15](=[O:24])[C:16]3[CH:21]=[CH:20][C:19]([Cl:22])=[C:18]([Cl:23])[CH:17]=3)=[CH:10][N:9]=2)=[CH:5][CH:4]=1)=O.Cl.[CH2:28]([O:30][C:31](=[O:34])[CH2:32][NH2:33])[CH3:29].C([O-])(=O)C.[Na+].C([BH3-])#N.[Na+].Cl. Product: [CH2:28]([O:30][C:31](=[O:34])[CH2:32][NH:33][CH2:1][C:3]1[CH:4]=[CH:5][C:6]([O:7][C:8]2[CH:13]=[CH:12][C:11]([NH:14][C:15](=[O:24])[C:16]3[CH:21]=[CH:20][C:19]([Cl:22])=[C:18]([Cl:23])[CH:17]=3)=[CH:10][N:9]=2)=[CH:25][CH:26]=1)[CH3:29]. The catalyst class is: 5. (8) Reactant: [C:1]([O:5][C:6]([NH:8][C@:9]1([C:14]([OH:16])=O)[CH2:11][C@H:10]1[CH:12]=[CH2:13])=[O:7])([CH3:4])([CH3:3])[CH3:2].C1N=CN(C(N2C=NC=C2)=O)C=1.[CH:29]1([S:32]([NH2:35])(=[O:34])=[O:33])[CH2:31][CH2:30]1.C1CCN2C(=NCCC2)CC1. Product: [C:1]([O:5][C:6]([NH:8][C@:9]1([C:14]([NH:35][S:32]([CH:29]2[CH2:31][CH2:30]2)(=[O:34])=[O:33])=[O:16])[CH2:11][C@H:10]1[CH:12]=[CH2:13])=[O:7])([CH3:2])([CH3:3])[CH3:4]. The catalyst class is: 1. (9) Reactant: [Cl:1][C:2]1[CH:3]=[C:4]([NH:10][C:11]2[CH:16]=[CH:15][C:14]([CH:17]3[CH2:22][CH2:21][NH:20][CH2:19][CH2:18]3)=[CH:13][N:12]=2)[C:5](=[O:9])[N:6]([CH3:8])[N:7]=1.[CH:23](=O)[CH3:24].C(O)(=O)C.C(O[BH-](OC(=O)C)OC(=O)C)(=O)C.[Na+].C([O-])(O)=O.[Na+]. Product: [Cl:1][C:2]1[CH:3]=[C:4]([NH:10][C:11]2[CH:16]=[CH:15][C:14]([CH:17]3[CH2:22][CH2:21][N:20]([CH2:23][CH3:24])[CH2:19][CH2:18]3)=[CH:13][N:12]=2)[C:5](=[O:9])[N:6]([CH3:8])[N:7]=1. The catalyst class is: 90. (10) Reactant: [CH3:1][C:2]1[N:3]([C:8]2[N:13]=[C:12]([CH2:14][C:15]([OH:17])=O)[CH:11]=[CH:10][N:9]=2)[C:4]([CH3:7])=[CH:5][CH:6]=1.Cl.[NH:19]1[C:27]2[C:22](=[CH:23][C:24]([NH:28][C:29]([C:31]3[C:32]([C:37]4[CH:42]=[CH:41][C:40]([CH3:43])=[CH:39][CH:38]=4)=[CH:33][CH:34]=[CH:35][CH:36]=3)=[O:30])=[CH:25][CH:26]=2)[CH2:21][CH2:20]1.ON1C2C=CC=CC=2N=N1.Cl.CN(C)CCCN=C=NCC. Product: [CH3:7][C:4]1[N:3]([C:8]2[N:13]=[C:12]([CH2:14][C:15]([N:19]3[C:27]4[C:22](=[CH:23][C:24]([NH:28][C:29]([C:31]5[C:32]([C:37]6[CH:38]=[CH:39][C:40]([CH3:43])=[CH:41][CH:42]=6)=[CH:33][CH:34]=[CH:35][CH:36]=5)=[O:30])=[CH:25][CH:26]=4)[CH2:21][CH2:20]3)=[O:17])[CH:11]=[CH:10][N:9]=2)[C:2]([CH3:1])=[CH:6][CH:5]=1. The catalyst class is: 289.